This data is from Forward reaction prediction with 1.9M reactions from USPTO patents (1976-2016). The task is: Predict the product of the given reaction. (1) Given the reactants Br[C:2]1[CH:7]=[CH:6][N:5]=[C:4]([F:8])[CH:3]=1.[CH3:9][C:10]1(C)[C:14](C)(C)OB(C(C)=C)O1.C([O-])([O-])=O.[K+].[K+], predict the reaction product. The product is: [F:8][C:4]1[CH:3]=[C:2]([C:10]([CH3:14])=[CH2:9])[CH:7]=[CH:6][N:5]=1. (2) Given the reactants Cl[C:2]1[C:3](=[O:16])[NH:4][C:5]2[C:10]([N:11]=1)=[CH:9][C:8]([C:12]([O:14][CH3:15])=[O:13])=[CH:7][CH:6]=2.[CH3:17][CH:18]([NH2:20])[CH3:19].CCN(C(C)C)C(C)C, predict the reaction product. The product is: [O:16]=[C:3]1[C:2]([NH:20][CH:18]([CH3:19])[CH3:17])=[N:11][C:10]2[C:5](=[CH:6][CH:7]=[C:8]([C:12]([O:14][CH3:15])=[O:13])[CH:9]=2)[NH:4]1. (3) Given the reactants [CH2:1]([C:3]([C:22]1[CH:35]=[CH:34][C:25]([O:26][CH2:27][CH:28]([OH:33])[C:29]([CH3:32])([CH3:31])[CH3:30])=[C:24]([CH3:36])[CH:23]=1)([C:6]1[CH:11]=[CH:10][C:9](B2OC(C)(C)C(C)(C)O2)=[C:8]([CH3:21])[CH:7]=1)[CH2:4][CH3:5])[CH3:2].[CH3:37][O:38][C:39](=[O:48])[CH2:40][C:41]1[CH:42]=[N:43][CH:44]=[C:45](Br)[CH:46]=1.P([O-])([O-])([O-])=O.[K+].[K+].[K+], predict the reaction product. The product is: [CH3:37][O:38][C:39](=[O:48])[CH2:40][C:41]1[CH:42]=[N:43][CH:44]=[C:45]([C:9]2[CH:10]=[CH:11][C:6]([C:3]([CH2:1][CH3:2])([C:22]3[CH:35]=[CH:34][C:25]([O:26][CH2:27][CH:28]([OH:33])[C:29]([CH3:31])([CH3:32])[CH3:30])=[C:24]([CH3:36])[CH:23]=3)[CH2:4][CH3:5])=[CH:7][C:8]=2[CH3:21])[CH:46]=1. (4) Given the reactants [CH3:1][N:2]1[CH2:7][CH2:6][CH:5]([O:8][C:9]2[N:14]=[C:13]([NH2:15])[CH:12]=[CH:11][CH:10]=2)[CH2:4][CH2:3]1.[F:16][C:17]1[CH:25]=[CH:24][C:20]([C:21]([Cl:23])=[O:22])=[CH:19][CH:18]=1, predict the reaction product. The product is: [ClH:23].[F:16][C:17]1[CH:25]=[CH:24][C:20]([C:21]([NH:15][C:13]2[CH:12]=[CH:11][CH:10]=[C:9]([O:8][CH:5]3[CH2:4][CH2:3][N:2]([CH3:1])[CH2:7][CH2:6]3)[N:14]=2)=[O:22])=[CH:19][CH:18]=1. (5) Given the reactants [C:1]([O:5][C:6](=[O:23])[NH:7][C@@H:8]([C@H:16]1[CH2:21][CH2:20][C@H:19]([NH2:22])[CH2:18][CH2:17]1)[C:9](=[O:15])[N:10]1[CH2:14][CH2:13][CH2:12][CH2:11]1)([CH3:4])([CH3:3])[CH3:2].[Cl:24][C:25]1[C:30]([C:31](Cl)=[O:32])=[N:29][CH:28]=[CH:27][N:26]=1, predict the reaction product. The product is: [C:1]([O:5][C:6](=[O:23])[NH:7][C@@H:8]([C@H:16]1[CH2:21][CH2:20][C@H:19]([NH:22][C:31]([C:30]2[C:25]([Cl:24])=[N:26][CH:27]=[CH:28][N:29]=2)=[O:32])[CH2:18][CH2:17]1)[C:9](=[O:15])[N:10]1[CH2:11][CH2:12][CH2:13][CH2:14]1)([CH3:4])([CH3:2])[CH3:3]. (6) Given the reactants [CH:1]1([CH2:7][C:8](=[O:10])[CH3:9])[CH2:6][CH2:5][CH2:4][CH2:3][CH2:2]1.[C:12]([O:14][CH2:15][CH3:16])(=[O:13])[C:12]([O:14][CH2:15][CH3:16])=[O:13].CC[O-].[Na+].CCO, predict the reaction product. The product is: [CH:1]1([CH2:7][C:8](=[O:10])[CH2:9][C:12]([O:14][CH2:15][CH3:16])=[O:13])[CH2:6][CH2:5][CH2:4][CH2:3][CH2:2]1. (7) Given the reactants [F:1][C:2]1[CH:3]=[C:4]2[C:9](=[CH:10][C:11]=1[F:12])[NH:8][CH:7]=[C:6]([C:13]#[N:14])[C:5]2=[O:15].[F:16][C:17]1[CH:24]=[C:23]([C:25]([F:28])([F:27])[F:26])[CH:22]=[CH:21][C:18]=1[CH2:19]Br, predict the reaction product. The product is: [F:1][C:2]1[CH:3]=[C:4]2[C:9](=[CH:10][C:11]=1[F:12])[N:8]([CH2:19][C:18]1[CH:21]=[CH:22][C:23]([C:25]([F:26])([F:28])[F:27])=[CH:24][C:17]=1[F:16])[CH:7]=[C:6]([C:13]#[N:14])[C:5]2=[O:15]. (8) Given the reactants [Cl:1][C:2]1[CH:3]=[CH:4][C:5]([C:33]#[N:34])=[C:6]([C:8]2[C:13]([O:14][CH3:15])=[CH:12][N:11]([CH:16]([CH2:24][C:25]3([CH3:31])[CH2:30][CH2:29][O:28][CH2:27][CH2:26]3)[C:17]([O:19]C(C)(C)C)=[O:18])[C:10](=[O:32])[CH:9]=2)[CH:7]=1.C(O)(C(F)(F)F)=O, predict the reaction product. The product is: [Cl:1][C:2]1[CH:3]=[CH:4][C:5]([C:33]#[N:34])=[C:6]([C:8]2[C:13]([O:14][CH3:15])=[CH:12][N:11]([CH:16]([CH2:24][C:25]3([CH3:31])[CH2:30][CH2:29][O:28][CH2:27][CH2:26]3)[C:17]([OH:19])=[O:18])[C:10](=[O:32])[CH:9]=2)[CH:7]=1. (9) Given the reactants [N:1]1[N:2]([C:11]2[CH:16]=[CH:15][C:14]([NH:17][S:18]([CH3:21])(=[O:20])=[O:19])=[CH:13][CH:12]=2)[CH:3]=[C:4]2[CH2:10][CH2:9][NH:8][CH2:7][CH2:6][C:5]=12.[C:22]1(=O)[CH2:25][CH2:24][CH2:23]1.C(O[BH-](OC(=O)C)OC(=O)C)(=O)C.[Na+], predict the reaction product. The product is: [CH:22]1([N:8]2[CH2:9][CH2:10][C:4]3=[CH:3][N:2]([C:11]4[CH:12]=[CH:13][C:14]([NH:17][S:18]([CH3:21])(=[O:20])=[O:19])=[CH:15][CH:16]=4)[N:1]=[C:5]3[CH2:6][CH2:7]2)[CH2:25][CH2:24][CH2:23]1.